Dataset: Retrosynthesis with 50K atom-mapped reactions and 10 reaction types from USPTO. Task: Predict the reactants needed to synthesize the given product. (1) Given the product CCCNc1nc(-c2ccccc2)c(C)o1, predict the reactants needed to synthesize it. The reactants are: CCCN.Cc1oc(Cl)nc1-c1ccccc1. (2) Given the product CN(C)C(=O)c1c([N+](=O)[O-])cccc1S(=O)(=O)NCCO, predict the reactants needed to synthesize it. The reactants are: CNC.COC(=O)c1c([N+](=O)[O-])cccc1S(=O)(=O)NCCO. (3) The reactants are: CC(C)(C)c1ccc(Br)cc1.COC(=O)CCCC1CCNCC1. Given the product COC(=O)CCCC1CCN(c2ccc(C(C)(C)C)cc2)CC1, predict the reactants needed to synthesize it.